Dataset: NCI-60 drug combinations with 297,098 pairs across 59 cell lines. Task: Regression. Given two drug SMILES strings and cell line genomic features, predict the synergy score measuring deviation from expected non-interaction effect. (1) Synergy scores: CSS=60.9, Synergy_ZIP=2.13, Synergy_Bliss=3.11, Synergy_Loewe=-2.90, Synergy_HSA=4.38. Cell line: MOLT-4. Drug 2: CC(CN1CC(=O)NC(=O)C1)N2CC(=O)NC(=O)C2. Drug 1: C1CCC(C1)C(CC#N)N2C=C(C=N2)C3=C4C=CNC4=NC=N3. (2) Drug 1: CC1=C2C(C(=O)C3(C(CC4C(C3C(C(C2(C)C)(CC1OC(=O)C(C(C5=CC=CC=C5)NC(=O)OC(C)(C)C)O)O)OC(=O)C6=CC=CC=C6)(CO4)OC(=O)C)O)C)O. Cell line: OVCAR3. Synergy scores: CSS=16.1, Synergy_ZIP=5.38, Synergy_Bliss=14.5, Synergy_Loewe=9.40, Synergy_HSA=11.2. Drug 2: CNC(=O)C1=NC=CC(=C1)OC2=CC=C(C=C2)NC(=O)NC3=CC(=C(C=C3)Cl)C(F)(F)F.